From a dataset of Reaction yield outcomes from USPTO patents with 853,638 reactions. Predict the reaction yield, written as a fraction of the theoretical maximum amount of product (1.0 means a 100% yield; for example, 0.34 means a 34% yield). The reactants are Cl[C:2]1[C:7]([CH:8]=[O:9])=[C:6]([NH:10][C:11]2[CH:16]=[CH:15][CH:14]=[CH:13][CH:12]=2)[N:5]=[C:4]([S:17][CH3:18])[N:3]=1.C([O-])([O-])=O.[K+].[K+].[C:25]1(B(O)O)[CH:30]=[CH:29][CH:28]=[CH:27][CH:26]=1. The catalyst is O1CCOCC1.O.[Pd].C1(P(C2C=CC=CC=2)C2C=CC=CC=2)C=CC=CC=1.C1(P(C2C=CC=CC=2)C2C=CC=CC=2)C=CC=CC=1.C1(P(C2C=CC=CC=2)C2C=CC=CC=2)C=CC=CC=1.C1(P(C2C=CC=CC=2)C2C=CC=CC=2)C=CC=CC=1. The product is [CH3:18][S:17][C:4]1[N:3]=[C:2]([C:25]2[CH:30]=[CH:29][CH:28]=[CH:27][CH:26]=2)[C:7]([CH:8]=[O:9])=[C:6]([NH:10][C:11]2[CH:16]=[CH:15][CH:14]=[CH:13][CH:12]=2)[N:5]=1. The yield is 0.700.